The task is: Predict the reaction yield, written as a fraction of the theoretical maximum amount of product (1.0 means a 100% yield; for example, 0.34 means a 34% yield).. This data is from Reaction yield outcomes from USPTO patents with 853,638 reactions. The reactants are [CH3:1][N:2]1[CH2:7][CH2:6][N:5]([CH:8]2[CH2:13][CH2:12][NH:11][CH2:10][CH2:9]2)[CH2:4][CH2:3]1.F[C:15]1[CH:20]=[CH:19][C:18]([N+:21]([O-:23])=[O:22])=[C:17]([O:24][CH3:25])[CH:16]=1.C(=O)([O-])[O-].[K+].[K+]. The catalyst is CN(C=O)C. The product is [CH3:25][O:24][C:17]1[CH:16]=[C:15]([N:11]2[CH2:12][CH2:13][CH:8]([N:5]3[CH2:6][CH2:7][N:2]([CH3:1])[CH2:3][CH2:4]3)[CH2:9][CH2:10]2)[CH:20]=[CH:19][C:18]=1[N+:21]([O-:23])=[O:22]. The yield is 0.900.